This data is from Forward reaction prediction with 1.9M reactions from USPTO patents (1976-2016). The task is: Predict the product of the given reaction. (1) Given the reactants Cl.[NH:2]1[CH2:7][CH2:6][CH:5]([N:8]2[N:12]=[C:11]([CH2:13][O:14][C:15]3[CH:16]=[CH:17][C:18]([N:21]4[CH:25]=[N:24][N:23]=[N:22]4)=[N:19][CH:20]=3)[CH:10]=[N:9]2)[CH2:4][CH2:3]1.[CH3:26][C:27]1[C:31]([S:32](Cl)(=[O:34])=[O:33])=[C:30]([CH3:36])[O:29][N:28]=1, predict the reaction product. The product is: [N:21]1([C:18]2[N:19]=[CH:20][C:15]([O:14][CH2:13][C:11]3[CH:10]=[N:9][N:8]([CH:5]4[CH2:4][CH2:3][N:2]([S:32]([C:31]5[C:27]([CH3:26])=[N:28][O:29][C:30]=5[CH3:36])(=[O:34])=[O:33])[CH2:7][CH2:6]4)[N:12]=3)=[CH:16][CH:17]=2)[CH:25]=[N:24][N:23]=[N:22]1. (2) Given the reactants [CH2:1]([O:3][C:4]([C:6]1[C:11]([Cl:12])=[N:10][C:9]2=[N:13][N:14]([CH2:16][C:17]3[CH:22]=[CH:21][C:20]([O:23][CH3:24])=[CH:19][CH:18]=3)[CH:15]=[C:8]2[C:7]=1Cl)=[O:5])[CH3:2].[NH3:26], predict the reaction product. The product is: [CH2:1]([O:3][C:4]([C:6]1[C:11]([Cl:12])=[N:10][C:9]2=[N:13][N:14]([CH2:16][C:17]3[CH:22]=[CH:21][C:20]([O:23][CH3:24])=[CH:19][CH:18]=3)[CH:15]=[C:8]2[C:7]=1[NH2:26])=[O:5])[CH3:2].